From a dataset of NCI-60 drug combinations with 297,098 pairs across 59 cell lines. Regression. Given two drug SMILES strings and cell line genomic features, predict the synergy score measuring deviation from expected non-interaction effect. (1) Drug 1: CN1CCC(CC1)COC2=C(C=C3C(=C2)N=CN=C3NC4=C(C=C(C=C4)Br)F)OC. Drug 2: CCCCCOC(=O)NC1=NC(=O)N(C=C1F)C2C(C(C(O2)C)O)O. Cell line: PC-3. Synergy scores: CSS=2.83, Synergy_ZIP=-3.12, Synergy_Bliss=-2.36, Synergy_Loewe=-9.61, Synergy_HSA=-2.30. (2) Drug 1: CC(CN1CC(=O)NC(=O)C1)N2CC(=O)NC(=O)C2. Drug 2: CS(=O)(=O)OCCCCOS(=O)(=O)C. Cell line: 786-0. Synergy scores: CSS=25.9, Synergy_ZIP=-3.56, Synergy_Bliss=-1.65, Synergy_Loewe=0.112, Synergy_HSA=1.09.